From a dataset of Full USPTO retrosynthesis dataset with 1.9M reactions from patents (1976-2016). Predict the reactants needed to synthesize the given product. (1) Given the product [CH2:20]([O:19][C:16](=[O:18])[CH2:17][O:13][C:10]1[CH:9]=[CH:8][C:7]([C:1]2[CH:2]=[CH:3][CH:4]=[CH:5][CH:6]=2)=[CH:12][CH:11]=1)[CH3:21], predict the reactants needed to synthesize it. The reactants are: [C:1]1([C:7]2[CH:12]=[CH:11][C:10]([OH:13])=[CH:9][CH:8]=2)[CH:6]=[CH:5][CH:4]=[CH:3][CH:2]=1.[H-].[Na+].[C:16]([O:19][CH2:20][CH2:21]Br)(=[O:18])[CH3:17]. (2) Given the product [CH2:1]([O:3][C:4](=[O:22])[CH2:5][C:6]1[CH:11]=[CH:10][CH:9]=[C:8]([O:12][C:13]2[CH:18]=[CH:17][C:16]([Br:19])=[CH:15][C:14]=2[CH2:20][S:33][C:24]2[CH:25]=[CH:26][C:27]3[C:32](=[CH:31][CH:30]=[CH:29][CH:28]=3)[N:23]=2)[CH:7]=1)[CH3:2], predict the reactants needed to synthesize it. The reactants are: [CH2:1]([O:3][C:4](=[O:22])[CH2:5][C:6]1[CH:11]=[CH:10][CH:9]=[C:8]([O:12][C:13]2[CH:18]=[CH:17][C:16]([Br:19])=[CH:15][C:14]=2[CH2:20]Br)[CH:7]=1)[CH3:2].[N:23]1[C:32]2[C:27](=[CH:28][CH:29]=[CH:30][CH:31]=2)[CH:26]=[CH:25][C:24]=1[SH:33]. (3) Given the product [OH:2][C:3]1[CH:8]=[CH:7][C:6]([C@@H:9]2[N:14]3[CH2:15][CH2:16][N:17]([C:19]([C:21]4[CH:22]=[N:23][C:24]([C:27]([F:30])([F:29])[F:28])=[CH:25][CH:26]=4)=[O:20])[CH2:18][C@@H:13]3[CH2:12][CH2:11][CH2:10]2)=[C:5]([CH3:31])[C:4]=1[CH3:32], predict the reactants needed to synthesize it. The reactants are: C[O:2][C:3]1[CH:8]=[CH:7][C:6]([C@@H:9]2[N:14]3[CH2:15][CH2:16][N:17]([C:19]([C:21]4[CH:22]=[N:23][C:24]([C:27]([F:30])([F:29])[F:28])=[CH:25][CH:26]=4)=[O:20])[CH2:18][C@@H:13]3[CH2:12][CH2:11][CH2:10]2)=[C:5]([CH3:31])[C:4]=1[CH3:32].Cl. (4) Given the product [CH:13]1[C:22]2[C:17](=[C:18]([CH:23]([CH3:27])[C:24]([NH:7][CH2:6][C:5]3[CH:8]=[CH:9][CH:10]=[C:3]([C:2]([F:11])([F:12])[F:1])[CH:4]=3)=[O:25])[CH:19]=[CH:20][CH:21]=2)[CH:16]=[CH:15][N:14]=1, predict the reactants needed to synthesize it. The reactants are: [F:1][C:2]([F:12])([F:11])[C:3]1[CH:4]=[C:5]([CH:8]=[CH:9][CH:10]=1)[CH2:6][NH2:7].[CH:13]1[C:22]2[C:17](=[C:18]([CH:23]([CH3:27])[C:24](O)=[O:25])[CH:19]=[CH:20][CH:21]=2)[CH:16]=[CH:15][N:14]=1.C1C2C(=C(CC(O)=O)C=CC=2)C=CN=1. (5) Given the product [C:1]([C:5]1[CH:6]=[CH:7][C:8]([C:11](=[C:21]([C:18]2[C:17]([Cl:24])=[N:16][N:15]([CH3:14])[C:19]=2[Cl:20])[OH:22])[C:12]#[N:13])=[CH:9][CH:10]=1)([CH3:4])([CH3:2])[CH3:3], predict the reactants needed to synthesize it. The reactants are: [C:1]([C:5]1[CH:10]=[CH:9][C:8]([CH2:11][C:12]#[N:13])=[CH:7][CH:6]=1)([CH3:4])([CH3:3])[CH3:2].[CH3:14][N:15]1[C:19]([Cl:20])=[C:18]([C:21](Cl)=[O:22])[C:17]([Cl:24])=[N:16]1.CC(C)([O-])C.[K+].Cl. (6) Given the product [O:7]([C:8]1[CH:9]=[N:10][C:11]([C:30]2[CH:31]=[N:32][CH:33]=[CH:34][C:29]=2[O:28][CH3:27])=[CH:12][CH:13]=1)[C@@H:6]1[S:15][CH2:16][C@@H:17]([OH:23])[C@H:18]([OH:19])[C@H:5]1[OH:4], predict the reactants needed to synthesize it. The reactants are: C([O:4][C@@H:5]1[C@@H:18]([O:19]C(=O)C)[C@H:17]([O:23]C(=O)C)[CH2:16][S:15][C@H:6]1[O:7][C:8]1[CH:9]=[N:10][C:11](Br)=[CH:12][CH:13]=1)(=O)C.[CH3:27][O:28][C:29]1[CH:34]=[CH:33][N:32]=[CH:31][C:30]=1B(O)O. (7) The reactants are: [C:1]([NH:8][C@@H:9]([C:13]([OH:15])=O)[CH2:10][O:11][CH3:12])([O:3][C:4]([CH3:7])([CH3:6])[CH3:5])=[O:2].C1C=C2[N:22]=NN(O)C2=CC=1.O.C(Cl)CCl.[NH4+].[OH-]. Given the product [NH2:22][C:13](=[O:15])[C@H:9]([NH:8][C:1](=[O:2])[O:3][C:4]([CH3:7])([CH3:6])[CH3:5])[CH2:10][O:11][CH3:12], predict the reactants needed to synthesize it. (8) Given the product [C:11]([O:15][C:16](=[O:29])[NH:17][C:18]1[CH:19]=[N:20][C:21]([Cl:1])=[CH:22][C:23]=1[I:24])([CH3:14])([CH3:13])[CH3:12], predict the reactants needed to synthesize it. The reactants are: [Cl:1]C1C=CC(C(O)=O)=CN=1.[C:11]([O:15][C:16](=[O:29])[NH:17][C:18]1[CH:19]=[N:20][C:21](C(F)(F)F)=[CH:22][C:23]=1[I:24])([CH3:14])([CH3:13])[CH3:12].